Dataset: Reaction yield outcomes from USPTO patents with 853,638 reactions. Task: Predict the reaction yield, written as a fraction of the theoretical maximum amount of product (1.0 means a 100% yield; for example, 0.34 means a 34% yield). (1) The reactants are [C:1]([O:5][C:6]([N:8]1[CH2:14][C:13]2[CH:15]=[C:16](Br)[CH:17]=[CH:18][C:12]=2[O:11][CH2:10][CH2:9]1)=[O:7])([CH3:4])([CH3:3])[CH3:2].[Li]CCCC.CN([CH:28]=[O:29])C. The catalyst is C1COCC1. The product is [CH:28]([C:16]1[CH:17]=[CH:18][C:12]2[O:11][CH2:10][CH2:9][N:8]([C:6]([O:5][C:1]([CH3:4])([CH3:3])[CH3:2])=[O:7])[CH2:14][C:13]=2[CH:15]=1)=[O:29]. The yield is 0.870. (2) The reactants are [F:1][C:2]1[CH:7]=[C:6]([CH3:8])[CH:5]=[CH:4][C:3]=1[NH:9][C:10]1[C:19]2[C:14](=[CH:15][C:16]([O:26][CH3:27])=[C:17]([N:20]3[CH2:25][CH2:24][NH:23][CH2:22][CH2:21]3)[CH:18]=2)[N:13]=[N:12][C:11]=1[C:28]([NH2:30])=[O:29].Br[CH2:32][CH2:33][S:34]([CH3:37])(=[O:36])=[O:35].C(N(CC)C(C)C)(C)C.O. The catalyst is C(Cl)Cl. The product is [F:1][C:2]1[CH:7]=[C:6]([CH3:8])[CH:5]=[CH:4][C:3]=1[NH:9][C:10]1[C:19]2[C:14](=[CH:15][C:16]([O:26][CH3:27])=[C:17]([N:20]3[CH2:21][CH2:22][N:23]([CH2:32][CH2:33][S:34]([CH3:37])(=[O:36])=[O:35])[CH2:24][CH2:25]3)[CH:18]=2)[N:13]=[N:12][C:11]=1[C:28]([NH2:30])=[O:29]. The yield is 0.270. (3) The yield is 1.16. The product is [ClH:40].[N:11]1([C:14]([C:15]2[CH:20]=[CH:19][C:18]([C:21]3[CH:22]=[C:23]4[C:29]([C:30]5[CH:31]=[CH:32][C:33]([C:36]([NH2:37])=[O:38])=[CH:34][CH:35]=5)=[CH:28][NH:27][C:24]4=[N:25][CH:26]=3)=[CH:17][CH:16]=2)=[O:39])[CH2:10][CH2:9][NH:8][CH2:13][CH2:12]1. The reactants are C(OC([N:8]1[CH2:13][CH2:12][N:11]([C:14](=[O:39])[C:15]2[CH:20]=[CH:19][C:18]([C:21]3[CH:22]=[C:23]4[C:29]([C:30]5[CH:35]=[CH:34][C:33]([C:36](=[O:38])[NH2:37])=[CH:32][CH:31]=5)=[CH:28][NH:27][C:24]4=[N:25][CH:26]=3)=[CH:17][CH:16]=2)[CH2:10][CH2:9]1)=O)(C)(C)C.[ClH:40]. The catalyst is CO.O1CCOCC1. (4) The reactants are [NH2:1][C:2]1[CH:10]=[C:9]([O:11][CH3:12])[CH:8]=[C:7]([O:13][CH3:14])[C:3]=1[C:4]([NH2:6])=[O:5].[OH:15][CH2:16][CH2:17][N:18]([CH2:27][CH2:28][OH:29])[C:19]1[CH:26]=[CH:25][C:22]([CH:23]=O)=[CH:21][CH:20]=1.COC1C=C(OC)C=C2C=1C(=O)NC(C1C=CC=CN=1)=N2. No catalyst specified. The product is [OH:15][CH2:16][CH2:17][N:18]([CH2:27][CH2:28][OH:29])[C:19]1[CH:26]=[CH:25][C:22]([C:23]2[NH:6][C:4](=[O:5])[C:3]3[C:2](=[CH:10][C:9]([O:11][CH3:12])=[CH:8][C:7]=3[O:13][CH3:14])[N:1]=2)=[CH:21][CH:20]=1. The yield is 0.410. (5) The catalyst is C(OCC)C. The yield is 0.680. The reactants are [CH3:1][O:2][C:3](=[O:16])[C:4]1[CH:9]=[C:8]([N+:10]([O-:12])=[O:11])[C:7]([NH2:13])=[C:6]([F:14])[C:5]=1F.[NH2:17][C:18]1[C:19]([CH3:24])=[CH:20][CH:21]=[CH:22][CH:23]=1. The product is [CH3:1][O:2][C:3](=[O:16])[C:4]1[CH:9]=[C:8]([N+:10]([O-:12])=[O:11])[C:7]([NH2:13])=[C:6]([F:14])[C:5]=1[NH:17][C:18]1[CH:23]=[CH:22][CH:21]=[CH:20][C:19]=1[CH3:24]. (6) The reactants are [CH:1]1[C:10]2[C:5](=[CH:6][CH:7]=[CH:8][CH:9]=2)[CH:4]=[CH:3][C:2]=1[C:11]1[CH2:17][CH:16]2[N:18]([CH2:19][CH2:20][NH2:21])[CH:13]([CH2:14][CH2:15]2)[CH:12]=1.Br[C:23]1[CH:24]=[C:25]([O:33][CH3:34])[CH:26]=[C:27]2[C:32]=1[N:31]=[CH:30][CH:29]=[CH:28]2.C(P(C(C)(C)C)C1C=CC=CC=1C1C=CC=CC=1)(C)(C)C.C1(C)C=CC=CC=1. The catalyst is C1C=CC(/C=C/C(/C=C/C2C=CC=CC=2)=O)=CC=1.C1C=CC(/C=C/C(/C=C/C2C=CC=CC=2)=O)=CC=1.C1C=CC(/C=C/C(/C=C/C2C=CC=CC=2)=O)=CC=1.[Pd].[Pd].O. The product is [CH3:34][O:33][C:25]1[CH:26]=[C:27]2[C:32](=[C:23]([NH:21][CH2:20][CH2:19][N:18]3[CH:16]4[CH2:15][CH2:14][CH:13]3[CH:12]=[C:11]([C:2]3[CH:3]=[CH:4][C:5]5[C:10](=[CH:9][CH:8]=[CH:7][CH:6]=5)[CH:1]=3)[CH2:17]4)[CH:24]=1)[N:31]=[CH:30][CH:29]=[CH:28]2. The yield is 0.230. (7) The reactants are [Br:1][CH:2]1[CH2:23][CH2:22][C:5]2=[CH:6][C:7]3[C:8]4[CH:17]=[CH:16][C:15]([C:18](=[O:21])[CH2:19]Br)=[CH:14][C:9]=4[CH2:10][O:11][C:12]=3[CH:13]=[C:4]2[C:3]1=[O:24].[C:25]([O:29][C:30]([N:32]1[C@@H:36]([CH3:37])[CH2:35][CH2:34][C@H:33]1[C:38]([OH:40])=[O:39])=[O:31])([CH3:28])([CH3:27])[CH3:26].C([O-])([O-])=O.[K+].[K+]. The catalyst is ClCCl. The product is [CH3:37][C@@H:36]1[N:32]([C:30]([O:29][C:25]([CH3:26])([CH3:27])[CH3:28])=[O:31])[C@H:33]([C:38]([O:40][CH2:19][C:18]([C:15]2[CH:16]=[CH:17][C:8]3[C:7]4[CH:6]=[C:5]5[CH2:22][CH2:23][CH:2]([Br:1])[C:3](=[O:24])[C:4]5=[CH:13][C:12]=4[O:11][CH2:10][C:9]=3[CH:14]=2)=[O:21])=[O:39])[CH2:34][CH2:35]1. The yield is 0.840.